This data is from Forward reaction prediction with 1.9M reactions from USPTO patents (1976-2016). The task is: Predict the product of the given reaction. (1) Given the reactants [NH2:1][C@H:2]([C:20]([OH:22])=[O:21])[CH2:3][C:4]1[C:12]2[C:7](=[CH:8][CH:9]=[CH:10][CH:11]=2)[N:6]([C:13]([O:15][C:16]([CH3:19])([CH3:18])[CH3:17])=[O:14])[CH:5]=1.[NH2:23][C@@H:24]([C:49](O)=[O:50])[CH2:25][CH2:26][CH2:27][NH:28][C:29](=[NH:48])[NH:30][S:31]([C:34]1[C:46]([CH3:47])=[C:45]2[C:39]([O:40][C:41]([CH2:44]2)([CH3:43])[CH3:42])=[C:37]([CH3:38])[C:35]=1[CH3:36])(=[O:33])=[O:32].[NH2:52][C@H:53]([C:58](O)=[O:59])[CH2:54][CH:55]([CH3:57])[CH3:56], predict the reaction product. The product is: [NH2:52][C@H:53]([C:58]([NH:23][C@@H:24]([C:49]([NH:1][C@H:2]([C:20]([OH:22])=[O:21])[CH2:3][C:4]1[C:12]2[C:7](=[CH:8][CH:9]=[CH:10][CH:11]=2)[N:6]([C:13]([O:15][C:16]([CH3:19])([CH3:17])[CH3:18])=[O:14])[CH:5]=1)=[O:50])[CH2:25][CH2:26][CH2:27][NH:28][C:29](=[NH:48])[NH:30][S:31]([C:34]1[C:46]([CH3:47])=[C:45]2[C:39]([O:40][C:41]([CH2:44]2)([CH3:42])[CH3:43])=[C:37]([CH3:38])[C:35]=1[CH3:36])(=[O:33])=[O:32])=[O:59])[CH2:54][CH:55]([CH3:57])[CH3:56]. (2) The product is: [NH2:10][C:11]1[C:12]([C:27]([NH:29][C:30]2[CH:31]=[N:32][CH:33]=[CH:34][C:35]=2[N:36]2[CH2:41][C@H:40]([CH3:42])[C@@H:39]([OH:43])[C@H:38]([NH2:51])[CH2:37]2)=[O:28])=[N:13][C:14]2[C:19]([CH:20]=1)=[CH:18][CH:17]=[C:16]([N:21]1[CH2:22][CH2:23][O:24][CH2:25][CH2:26]1)[CH:15]=2. Given the reactants C(OC(=O)[NH:10][C:11]1[C:12]([C:27]([NH:29][C:30]2[CH:31]=[N:32][CH:33]=[CH:34][C:35]=2[N:36]2[CH2:41][C@H:40]([CH3:42])[C@@H:39]([O:43][Si](C(C)(C)C)(C)C)[C@H:38]([NH:51]C(OC(C)(C)C)=O)[CH2:37]2)=[O:28])=[N:13][C:14]2[C:19]([CH:20]=1)=[CH:18][CH:17]=[C:16]([N:21]1[CH2:26][CH2:25][O:24][CH2:23][CH2:22]1)[CH:15]=2)C1C=CC=CC=1.[H][H], predict the reaction product. (3) Given the reactants [S:1]1[C:5]2[CH:6](O)[CH2:7][CH2:8][O:9][C:4]=2[N:3]=[CH:2]1.CC(C)(O)[C:13]#[N:14].P(CCCC)(CCCC)CCCC.N(C(N1CCCCC1)=O)=NC(N1CCCCC1)=O, predict the reaction product. The product is: [S:1]1[C:5]2[CH:6]([C:13]#[N:14])[CH2:7][CH2:8][O:9][C:4]=2[N:3]=[CH:2]1. (4) Given the reactants C([O:8][C:9](=[O:39])[C@@H:10]([NH:23][C:24](=[O:38])[C:25]1[CH:30]=[CH:29][C:28]([N:31]2[CH2:36][CH2:35][C:34](=O)[CH2:33][CH2:32]2)=[CH:27][CH:26]=1)[CH2:11][CH2:12][C:13]([O:15]CC1C=CC=CC=1)=[O:14])C1C=CC=CC=1.[NH2:40][CH2:41][C@@H:42]([C:44]1[CH:45]=[CH:46][C:47]([OH:55])=[C:48]([NH:50][S:51]([CH3:54])(=[O:53])=[O:52])[CH:49]=1)[OH:43], predict the reaction product. The product is: [OH:43][C@H:42]([C:44]1[CH:45]=[CH:46][C:47]([OH:55])=[C:48]([NH:50][S:51]([CH3:54])(=[O:53])=[O:52])[CH:49]=1)[CH2:41][NH:40][CH:34]1[CH2:33][CH2:32][N:31]([C:28]2[CH:29]=[CH:30][C:25]([C:24]([NH:23][C@@H:10]([CH2:11][CH2:12][C:13]([OH:15])=[O:14])[C:9]([OH:39])=[O:8])=[O:38])=[CH:26][CH:27]=2)[CH2:36][CH2:35]1. (5) Given the reactants CS[C:3]1[CH:8]=[CH:7][C:6]([CH:9]([C:11]2[N:12]=[C:13]3[CH:19]=[CH:18][N:17]([S:20]([C:23]4[CH:29]=[CH:28][C:26]([CH3:27])=[CH:25][CH:24]=4)(=[O:22])=[O:21])[C:14]3=[N:15][CH:16]=2)[NH2:10])=[CH:5][CH:4]=1.[Br-].[Mg+2].[Br-].[CH2:33]1COCC1.OO[S:40]([O-:42])=[O:41].[K+], predict the reaction product. The product is: [CH3:33][S:40]([C:3]1[CH:4]=[CH:5][C:6]([CH:9]([C:11]2[N:12]=[C:13]3[CH:19]=[CH:18][N:17]([S:20]([C:23]4[CH:24]=[CH:25][C:26]([CH3:27])=[CH:28][CH:29]=4)(=[O:21])=[O:22])[C:14]3=[N:15][CH:16]=2)[NH2:10])=[CH:7][CH:8]=1)(=[O:42])=[O:41].